Task: Predict the product of the given reaction.. Dataset: Forward reaction prediction with 1.9M reactions from USPTO patents (1976-2016) (1) The product is: [NH2:14][C:9]1[CH:8]=[C:7]2[C:12]([CH:13]=[C:4]([CH:2]([OH:1])[CH3:3])[CH:5]=[N:6]2)=[CH:11][CH:10]=1. Given the reactants [OH:1][CH:2]([C:4]1[CH:5]=[N:6][C:7]2[C:12]([CH:13]=1)=[CH:11][CH:10]=[C:9]([NH:14]C(=O)OCC1C=CC=CC=1)[CH:8]=2)[CH3:3], predict the reaction product. (2) Given the reactants C(OCC)(=O)CC(CC(OCC)=O)(C(OCC)=O)O.[CH3:20][C@@H:21]([OH:90])[C@@H:22]1[NH:46][C:44](=[O:45])[C@H:43]([CH2:47][CH2:48][CH2:49][CH2:50][NH2:51])[NH:42][C:40](=[O:41])[C@@H:39]([CH2:52][C:53]2[C:57]3[CH:58]=[CH:59][CH:60]=[CH:61][C:56]=3[NH:55][CH:54]=2)[NH:38][C:36](=[O:37])[C@H:35]([CH2:62][C:63]2[CH:64]=[CH:65][CH:66]=[CH:67][CH:68]=2)[NH:34][C:32](=[O:33])[C@@H:31]([NH:69][C:70]([C@H:72]([NH2:80])[CH2:73][C:74]2[CH:75]=[CH:76][CH:77]=[CH:78][CH:79]=2)=[O:71])[CH2:30][S:29][S:28][CH2:27][C@@H:26]([C:81]([NH:83][C@@H:84]([C@H:87]([OH:89])[CH3:88])[CH2:85][OH:86])=[O:82])[NH:25][C:23]1=[O:24].CC(O)=O, predict the reaction product. The product is: [CH3:20][C@@H:21]([OH:90])[C@@H:22]1[NH:46][C:44](=[O:45])[C@H:43]([CH2:47][CH2:48][CH2:49][CH2:50][NH2:51])[NH:42][C:40](=[O:41])[C@@H:39]([CH2:52][C:53]2[C:57]3[CH:58]=[CH:59][CH:60]=[CH:61][C:56]=3[NH:55][CH:54]=2)[NH:38][C:36](=[O:37])[C@H:35]([CH2:62][C:63]2[CH:68]=[CH:67][CH:66]=[CH:65][CH:64]=2)[NH:34][C:32](=[O:33])[C@@H:31]([NH:69][C:70]([C@H:72]([NH2:80])[CH2:73][C:74]2[CH:79]=[CH:78][CH:77]=[CH:76][CH:75]=2)=[O:71])[CH2:30][S:29][S:28][CH2:27][C@@H:26]([C:81]([NH:83][C@@H:84]([C@H:87]([OH:89])[CH3:88])[CH2:85][OH:86])=[O:82])[NH:25][C:23]1=[O:24]. (3) Given the reactants [NH2:1][CH:2]([C:4]1[CH:5]=[C:6]([C:10]2[N:11]([CH3:22])[C:12]3[C:17]([C:18]=2[C:19]#[N:20])=[CH:16][CH:15]=[C:14]([Cl:21])[CH:13]=3)[CH:7]=[N:8][CH:9]=1)[CH3:3].[CH2:23]([S:25](Cl)(=[O:27])=[O:26])[CH3:24].C(N(CC)CC)C, predict the reaction product. The product is: [Cl:21][C:14]1[CH:13]=[C:12]2[C:17]([C:18]([C:19]#[N:20])=[C:10]([C:6]3[CH:5]=[C:4]([CH:2]([NH:1][S:25]([CH2:23][CH3:24])(=[O:27])=[O:26])[CH3:3])[CH:9]=[N:8][CH:7]=3)[N:11]2[CH3:22])=[CH:16][CH:15]=1. (4) Given the reactants Cl.[Cl:2][C:3]1[CH:21]=[CH:20][CH:19]=[CH:18][C:4]=1[CH:5]([O:13][CH:14]1[CH2:17][NH:16][CH2:15]1)[C:6]1[CH:11]=[CH:10][C:9]([Cl:12])=[CH:8][CH:7]=1.C(=O)([O-])[O-].[C:26]([N:30]=[C:31]=[S:32])([CH3:29])([CH3:28])[CH3:27], predict the reaction product. The product is: [Cl:2][C:3]1[CH:21]=[CH:20][CH:19]=[CH:18][C:4]=1[CH:5]([O:13][CH:14]1[CH2:17][N:16]([C:31](=[S:32])[NH:30][C:26]([CH3:29])([CH3:28])[CH3:27])[CH2:15]1)[C:6]1[CH:7]=[CH:8][C:9]([Cl:12])=[CH:10][CH:11]=1. (5) Given the reactants [C:1]([O:5][C:6]([NH:8][C@@H:9]([CH2:13][N:14]([CH2:27][CH2:28][CH2:29][CH:30]=[CH2:31])[S:15]([C:18]1[CH:23]=[CH:22][CH:21]=[CH:20][C:19]=1[N+:24]([O-:26])=[O:25])(=[O:17])=[O:16])[C:10]([OH:12])=[O:11])=[O:7])([CH3:4])([CH3:3])[CH3:2].C(OC([C@@H](CN(CCCC=C)S(C1C=CC=CC=1[N+]([O-])=O)(=O)=O)C(OC)=O)=O)(C)(C)C.C1COCC1.[OH-].[Li+], predict the reaction product. The product is: [C:1]([O:5][C:6]([NH:8][CH:9]([CH2:13][N:14]([CH2:27][CH2:28][CH2:29][CH:30]=[CH2:31])[S:15]([C:18]1[CH:23]=[CH:22][CH:21]=[CH:20][C:19]=1[N+:24]([O-:26])=[O:25])(=[O:17])=[O:16])[C:10]([OH:12])=[O:11])=[O:7])([CH3:4])([CH3:3])[CH3:2]. (6) Given the reactants [C:1]([C:3]1[CH:4]=[N:5][C:6]2[C:11]([CH:12]=1)=[CH:10][C:9]([O:13][CH:14]([S:19][CH3:20])[C:15]([O:17][CH3:18])=[O:16])=[CH:8][CH:7]=2)#[CH:2].N1C2C(=CC=CC=2)C=CC=1, predict the reaction product. The product is: [CH3:20][S:19][CH:14]([O:13][C:9]1[CH:10]=[C:11]2[C:6](=[CH:7][CH:8]=1)[N:5]=[CH:4][C:3]([CH:1]=[CH2:2])=[CH:12]2)[C:15]([O:17][CH3:18])=[O:16]. (7) Given the reactants [F:1][C:2]1[CH:7]=[CH:6][C:5]([N:8]2[C:12]([CH2:13][O:14][C:15]3[N:20]=[N:19][C:18]([C:21]([OH:23])=O)=[CH:17][CH:16]=3)=[C:11]([CH3:24])[N:10]=[N:9]2)=[CH:4][CH:3]=1.CN(C(O[N:33]1N=N[C:35]2C=CC=[CH:39][C:34]1=2)=[N+](C)C)C.[B-](F)(F)(F)F.CCN(C(C)C)C(C)C.C(N)(C)C, predict the reaction product. The product is: [CH:34]([NH:33][C:21]([C:18]1[N:19]=[N:20][C:15]([O:14][CH2:13][C:12]2[N:8]([C:5]3[CH:4]=[CH:3][C:2]([F:1])=[CH:7][CH:6]=3)[N:9]=[N:10][C:11]=2[CH3:24])=[CH:16][CH:17]=1)=[O:23])([CH3:39])[CH3:35]. (8) Given the reactants CO[C:3](=[O:24])[C:4]1[CH:9]=[CH:8][C:7]([O:10][CH2:11][C:12]2[C:13]([CH:18]3[CH2:23][CH2:22][CH2:21][CH2:20][CH2:19]3)=[N:14][O:15][C:16]=2[CH3:17])=[N:6][CH:5]=1.[CH2:25]([CH2:27][NH2:28])[OH:26], predict the reaction product. The product is: [CH:18]1([C:13]2[C:12]([CH2:11][O:10][C:7]3[CH:8]=[CH:9][C:4]([C:3]([NH:28][CH2:27][CH2:25][OH:26])=[O:24])=[CH:5][N:6]=3)=[C:16]([CH3:17])[O:15][N:14]=2)[CH2:19][CH2:20][CH2:21][CH2:22][CH2:23]1. (9) Given the reactants [Mg].C(O[CH2:5][CH3:6])C.[CH3:7][C:8]12[CH2:18][CH:12]3[CH2:13][C:14]([CH3:17])([CH2:16][C:10](Br)([CH2:11]3)[CH2:9]1)[CH2:15]2, predict the reaction product. The product is: [CH3:7][C:8]12[CH2:18][CH:12]3[CH2:13][C:14]([CH3:17])([CH2:16][C:10]([C:14]45[CH2:15][C:8]6([CH3:18])[CH2:9][CH:10]([CH2:11][C:5]([CH3:6])([CH2:7]6)[CH2:13]4)[CH2:16]5)([CH2:11]3)[CH2:9]1)[CH2:15]2.